This data is from Forward reaction prediction with 1.9M reactions from USPTO patents (1976-2016). The task is: Predict the product of the given reaction. (1) The product is: [NH:48]1[C:49]2[CH:55]=[CH:54][CH:53]=[CH:52][C:50]=2[N:51]=[C:47]1[C:43]1[CH:42]=[C:41]([N:35]2[CH2:36][CH2:37][N:38]([C:9]([CH:6]3[CH2:5][CH2:4][N:3]([CH3:2])[CH2:8][CH2:7]3)=[O:11])[CH2:39][CH2:40]2)[CH:46]=[CH:45][CH:44]=1. Given the reactants Cl.[CH3:2][N:3]1[CH2:8][CH2:7][CH:6]([C:9]([OH:11])=O)[CH2:5][CH2:4]1.C(N(CC)C(C)C)(C)C.C1N=CN(C(N2C=NC=C2)=O)C=1.Cl.Cl.[N:35]1([C:41]2[CH:42]=[C:43]([C:47]3[NH:51][C:50]4[CH:52]=[CH:53][CH:54]=[CH:55][C:49]=4[N:48]=3)[CH:44]=[CH:45][CH:46]=2)[CH2:40][CH2:39][NH:38][CH2:37][CH2:36]1, predict the reaction product. (2) Given the reactants [O:1]1[CH2:6][CH2:5][O:4][CH2:3][CH:2]1[CH2:7][NH2:8].[Cl:9][C:10]1[CH:15]=[CH:14][CH:13]=[CH:12][C:11]=1[CH2:16][N:17]1[C:22](=[O:23])[C:21]([C:24]([NH:26][CH2:27][C:28]([O:30]CC)=[O:29])=[O:25])=[C:20]([OH:33])[C:19]([C:34](OC)=[O:35])=[C:18]1[OH:38], predict the reaction product. The product is: [Cl:9][C:10]1[CH:15]=[CH:14][CH:13]=[CH:12][C:11]=1[CH2:16][N:17]1[C:18]([OH:38])=[C:19]([C:34]([NH:8][CH2:7][CH:2]2[CH2:3][O:4][CH2:5][CH2:6][O:1]2)=[O:35])[C:20]([OH:33])=[C:21]([C:24]([NH:26][CH2:27][C:28]([OH:30])=[O:29])=[O:25])[C:22]1=[O:23]. (3) Given the reactants [C:1]1(B(O)O)[CH2:5][CH2:4][CH2:3][CH:2]=1.[CH2:9]1[C:18]2[C:13](=[CH:14][CH:15]=[CH:16][CH:17]=2)[CH2:12][CH2:11][NH:10]1.O.[C:20]([OH:24])(=[O:23])[CH:21]=O.C(N(CC)C(C)C)(C)C, predict the reaction product. The product is: [C:1]1([CH:21]([N:10]2[CH2:11][CH2:12][C:13]3[C:18](=[CH:17][CH:16]=[CH:15][CH:14]=3)[CH2:9]2)[C:20]([OH:24])=[O:23])[CH2:5][CH2:4][CH2:3][CH:2]=1. (4) Given the reactants [CH2:1]([C:4]1[C:12]2[O:11][N:10]=[C:9]([C:13]([F:16])([F:15])[F:14])[C:8]=2[CH:7]=[CH:6][C:5]=1[O:17][CH2:18][CH2:19][CH2:20][C:21]([OH:23])=O)[CH2:2][CH3:3].C1N=C[N:26](C(N2C=NC=C2)=O)[CH:25]=1.CN, predict the reaction product. The product is: [CH3:25][NH:26][C:21](=[O:23])[CH2:20][CH2:19][CH2:18][O:17][C:5]1[CH:6]=[CH:7][C:8]2[C:9]([C:13]([F:16])([F:15])[F:14])=[N:10][O:11][C:12]=2[C:4]=1[CH2:1][CH2:2][CH3:3].